Task: Regression. Given two drug SMILES strings and cell line genomic features, predict the synergy score measuring deviation from expected non-interaction effect.. Dataset: NCI-60 drug combinations with 297,098 pairs across 59 cell lines (1) Drug 1: COC1=C(C=C2C(=C1)N=CN=C2NC3=CC(=C(C=C3)F)Cl)OCCCN4CCOCC4. Drug 2: C1C(C(OC1N2C=NC3=C2NC=NCC3O)CO)O. Cell line: SF-295. Synergy scores: CSS=9.30, Synergy_ZIP=2.40, Synergy_Bliss=0.980, Synergy_Loewe=2.33, Synergy_HSA=2.59. (2) Drug 1: CC12CCC3C(C1CCC2=O)CC(=C)C4=CC(=O)C=CC34C. Drug 2: CS(=O)(=O)OCCCCOS(=O)(=O)C. Cell line: SK-MEL-28. Synergy scores: CSS=19.1, Synergy_ZIP=2.99, Synergy_Bliss=3.60, Synergy_Loewe=-13.9, Synergy_HSA=-0.552. (3) Drug 1: CC1=C(C(=O)C2=C(C1=O)N3CC4C(C3(C2COC(=O)N)OC)N4)N. Drug 2: N.N.Cl[Pt+2]Cl. Cell line: HOP-92. Synergy scores: CSS=50.1, Synergy_ZIP=-3.27, Synergy_Bliss=-1.83, Synergy_Loewe=-0.481, Synergy_HSA=0.563. (4) Drug 1: CC1=CC2C(CCC3(C2CCC3(C(=O)C)OC(=O)C)C)C4(C1=CC(=O)CC4)C. Drug 2: N.N.Cl[Pt+2]Cl. Cell line: RPMI-8226. Synergy scores: CSS=2.33, Synergy_ZIP=1.98, Synergy_Bliss=7.63, Synergy_Loewe=-3.22, Synergy_HSA=-2.53. (5) Drug 1: C1=C(C(=O)NC(=O)N1)N(CCCl)CCCl. Drug 2: CC1=C2C(C(=O)C3(C(CC4C(C3C(C(C2(C)C)(CC1OC(=O)C(C(C5=CC=CC=C5)NC(=O)C6=CC=CC=C6)O)O)OC(=O)C7=CC=CC=C7)(CO4)OC(=O)C)O)C)OC(=O)C. Cell line: T-47D. Synergy scores: CSS=31.0, Synergy_ZIP=-10.4, Synergy_Bliss=-0.962, Synergy_Loewe=-13.5, Synergy_HSA=-1.06. (6) Drug 1: C1CC(=O)NC(=O)C1N2CC3=C(C2=O)C=CC=C3N. Drug 2: CCN(CC)CCCC(C)NC1=C2C=C(C=CC2=NC3=C1C=CC(=C3)Cl)OC. Cell line: PC-3. Synergy scores: CSS=29.3, Synergy_ZIP=-1.12, Synergy_Bliss=5.02, Synergy_Loewe=8.14, Synergy_HSA=8.09.